Binary Classification. Given a miRNA mature sequence and a target amino acid sequence, predict their likelihood of interaction. From a dataset of Experimentally validated miRNA-target interactions with 360,000+ pairs, plus equal number of negative samples. (1) The miRNA is hsa-miR-1271-3p with sequence AGUGCCUGCUAUGUGCCAGGCA. The protein sequence of the target gene is MAEQESLEFGKADFVLMDTVSMPEFMANLRLRFEKGRIYTFIGEVVVSVNPYKLLNIYGRDTIEQYKGRELYERPPHLFAIADAAYKAMKRRSKDTCIVISGESGAGKTEASKYIMQYIAAITNPSQRAEVERVKNMLLKSNCVLEAFGNAKTNRNDNSSRFGKYMDINFDFKGDPIGGHINNYLLEKSRVIVQQPGERSFHSFYQLLQGGSEQMLRSLHLQKSLSSYNYIHVGAQLKSSINDAAEFRVVADAMKVIGFKPEEIQTVYKILAAILHLGNLKFVVDGDTPLIENGKVVSII.... Result: 0 (no interaction). (2) The miRNA is cel-miR-1022-5p with sequence AAGAUCAUUGUUAGGACGCCAUC. The protein sequence of the target gene is MSSRHRLDLDGSGRGDRRRSPNRRSRSRSRSPHRRSSPDRKRQIGAVGNMKIQINPYNNQPFSNRYWAIWEKRSQLPVWEYKEKFMELLRNNQCITLVGETGSGKTTQIPQWAVEFMKQQQQGQPPGQARLVACTQPRRVAAMSVATRVAEEMDVVLGQEVGYSIRFEDCISERTVLKYCTDGMLLREAMNSPLLDKYKVLILDEAHERTLATDILMGLIKEIVRNRADIKVVIMSATLDAGKFQRYFEDCPLLSVPGRTFPVEIFFTPNAEKDYLEAAIRTVIQIHMVEEVEGDILLFL.... Result: 1 (interaction). (3) The miRNA is mmu-miR-3086-5p with sequence UAGAUUGUAGGCCCAUUGGA. The protein sequence of the target gene is MAQFDTEYQRLEASYSDSPPGEEDLLVHVAEGSKSPWHHIENLDLFFSRVYNLHQKNGFTCMLIGEMFELMQFLFVVAFTTFLVSCVDYDILFANKMVNHSLHPTEPVKVTLPDAFLPAQVCSARIQENGSLITILVIAGVFWIHRLIKFIYNICCYWEIHSFYLHALRIPMSALPYCTWQEVQARIVQTQKEHQICIHKRELTELDIYHRILRFQNYMVALVNKSLLPLRFRLPGLGEVVFFTRGLKYNFELILFWGPGSLFLNEWSLKAEYKRGGQRLELAQRLSNRILWIGIANFLL.... Result: 0 (no interaction). (4) The protein sequence of the target gene is MSMKWTSALLLIQLSCYFSSGSCGKVLVWPTEFSHWMNIKTILDELVQRGHEVTVLASSASISFDPNSPSTLKFEVYPVSLTKTEFEDIIKQLVKRWAELPKDTFWSYFSQVQEIMWTFNDILRKFCKDIVSNKKLMKKLQESRFDVVLADAVFPFGELLAELLKIPFVYSLRFSPGYAIEKHSGGLLFPPSYVPVVMSELSDQMTFIERVKNMIYVLYFEFWFQIFDMKKWDQFYSEVLGRPTTLSETMAKADIWLIRNYWDFQFPHPLLPNVEFVGGLHCKPAKPLPKEMEEFVQSSG.... Result: 1 (interaction). The miRNA is hsa-miR-603 with sequence CACACACUGCAAUUACUUUUGC.